This data is from Forward reaction prediction with 1.9M reactions from USPTO patents (1976-2016). The task is: Predict the product of the given reaction. Given the reactants [N:1]1[CH:6]=[CH:5][CH:4]=[C:3]([O:7][C@H:8]2[CH2:13][CH2:12][C@H:11]([C:14]([OH:16])=O)[CH2:10][CH2:9]2)[N:2]=1.C(N(CC)CC)C.ClC(OCC)=O.O.[NH2:31][NH2:32], predict the reaction product. The product is: [N:1]1[CH:6]=[CH:5][CH:4]=[C:3]([O:7][C@H:8]2[CH2:13][CH2:12][C@H:11]([C:14]([NH:31][NH2:32])=[O:16])[CH2:10][CH2:9]2)[N:2]=1.